This data is from Forward reaction prediction with 1.9M reactions from USPTO patents (1976-2016). The task is: Predict the product of the given reaction. (1) Given the reactants C(OC(=O)[NH:7][C:8]1[O:9][CH2:10][CH2:11][C@:12]([C:15]2[CH:20]=[C:19]([NH2:21])[CH:18]=[CH:17][C:16]=2[F:22])([CH3:14])[N:13]=1)(C)(C)C.[Cl:24][C:25]1[N:30]=[C:29]([C:31](O)=[O:32])[CH:28]=[CH:27][CH:26]=1, predict the reaction product. The product is: [NH2:7][C:8]1[O:9][CH2:10][CH2:11][C@:12]([C:15]2[CH:20]=[C:19]([NH:21][C:31]([C:29]3[CH:28]=[CH:27][CH:26]=[C:25]([Cl:24])[N:30]=3)=[O:32])[CH:18]=[CH:17][C:16]=2[F:22])([CH3:14])[N:13]=1. (2) Given the reactants [Al+3].[Cl-].[Cl-].[Cl-].[CH3:5][O:6][C:7]1[CH:12]=[CH:11][CH:10]=[CH:9][C:8]=1[CH2:13][CH:14]([CH3:19])[CH2:15][C:16](Cl)=[O:17], predict the reaction product. The product is: [CH3:5][O:6][C:7]1[CH:12]=[CH:11][CH:10]=[C:9]2[C:8]=1[CH2:13][CH:14]([CH3:19])[CH2:15][C:16]2=[O:17].